From a dataset of Catalyst prediction with 721,799 reactions and 888 catalyst types from USPTO. Predict which catalyst facilitates the given reaction. (1) Reactant: [CH3:1][O:2][C:3]1[CH:8]=[CH:7][CH:6]=[CH:5][C:4]=1[CH2:9][CH2:10][NH2:11].N1C=CC=CC=1.[F:18][C:19]([F:30])([F:29])[C:20]1[CH:28]=[CH:27][C:23]([C:24](Cl)=[O:25])=[CH:22][CH:21]=1. Product: [CH3:1][O:2][C:3]1[CH:8]=[CH:7][CH:6]=[CH:5][C:4]=1[CH2:9][CH2:10][NH:11][C:24](=[O:25])[C:23]1[CH:27]=[CH:28][C:20]([C:19]([F:18])([F:29])[F:30])=[CH:21][CH:22]=1. The catalyst class is: 6. (2) Reactant: [CH3:1][O:2][C:3]1[CH:4]=[C:5]([CH:9]2[C:17]3[C:12](=[CH:13][CH:14]=[CH:15][CH:16]=3)[C:11]([C:18]3[CH:23]=[CH:22][C:21]4[O:24][CH2:25][O:26][C:20]=4[CH:19]=3)=[C:10]2[C:27]([O:29]CC)=[O:28])[CH:6]=[CH:7][CH:8]=1.OC1(C2C=CC=C(OC)C=2)C2C(=CC=CC=2)C(C2C=CC3OCOC=3C=2)=C1C(OCC)=O.C([SiH](CC)CC)C.B(F)(F)F.CCOCC.Cl. Product: [CH3:1][O:2][C:3]1[CH:4]=[C:5]([CH:9]2[C:17]3[C:12](=[CH:13][CH:14]=[CH:15][CH:16]=3)[CH:11]([C:18]3[CH:23]=[CH:22][C:21]4[O:24][CH2:25][O:26][C:20]=4[CH:19]=3)[CH:10]2[C:27]([OH:29])=[O:28])[CH:6]=[CH:7][CH:8]=1. The catalyst class is: 2.